From a dataset of Full USPTO retrosynthesis dataset with 1.9M reactions from patents (1976-2016). Predict the reactants needed to synthesize the given product. (1) Given the product [NH2:5][CH2:6][C:7]1[CH:12]=[CH:11][C:10]([F:13])=[C:9]([CH:14]2[CH2:19][CH2:18][N:17]([C:20]([C:22]3[C:30]4[C:25](=[C:26]([F:31])[CH:27]=[CH:28][CH:29]=4)[N:24]([CH2:32][CH2:33][O:34][C:35]([F:38])([F:36])[F:37])[CH:23]=3)=[O:21])[CH2:16][CH2:15]2)[CH:8]=1, predict the reactants needed to synthesize it. The reactants are: FC(F)(F)C([NH:5][CH2:6][C:7]1[CH:12]=[CH:11][C:10]([F:13])=[C:9]([CH:14]2[CH2:19][CH2:18][N:17]([C:20]([C:22]3[C:30]4[C:25](=[C:26]([F:31])[CH:27]=[CH:28][CH:29]=4)[N:24]([CH2:32][CH2:33][O:34][C:35]([F:38])([F:37])[F:36])[CH:23]=3)=[O:21])[CH2:16][CH2:15]2)[CH:8]=1)=O.C([O-])([O-])=O.[K+].[K+]. (2) Given the product [Cl:1][C:2]1[CH:7]=[C:6]([NH:8][C:9]2[CH:14]=[CH:13][C:52]([F:51])=[CH:53][C:54]=2[CH3:55])[CH:5]=[CH:4][C:3]=1[C:19]([C:21]1[CH:26]=[C:25]([N+:27]([O-:29])=[O:28])[CH:24]=[CH:23][C:22]=1[CH3:30])=[O:20], predict the reactants needed to synthesize it. The reactants are: [Cl:1][C:2]1[CH:7]=[C:6]([NH:8][C:9]2[CH:14]=[CH:13]C(C(F)(F)F)=CC=2)[CH:5]=[CH:4][C:3]=1[C:19]([C:21]1[CH:26]=[C:25]([N+:27]([O-:29])=[O:28])[CH:24]=[CH:23][C:22]=1[CH3:30])=[O:20].BrC1C=CC(C(C2C=C([N+]([O-])=O)C=CC=2C)=O)=C(Cl)C=1.[F:51][C:52]1C=C[C:55](N)=[C:54](C)[CH:53]=1. (3) Given the product [O:1]1[C:10]2[CH:9]=[CH:8][CH:7]=[C:6]([C:11]([OH:13])=[O:12])[C:5]=2[CH2:4][CH2:3][CH2:2]1, predict the reactants needed to synthesize it. The reactants are: [O:1]1[C:10]2[CH:9]=[CH:8][CH:7]=[C:6]([C:11]([OH:13])=[O:12])[C:5]=2[CH:4]=[CH:3][CH2:2]1.